Dataset: Drug-target binding data from BindingDB using IC50 measurements. Task: Regression. Given a target protein amino acid sequence and a drug SMILES string, predict the binding affinity score between them. We predict pIC50 (pIC50 = -log10(IC50 in M); higher means more potent). Dataset: bindingdb_ic50. (1) The small molecule is Cc1ccc(OCCN2CCN(C(=O)CCC(=O)Nc3nnc(C)s3)CC2)cc1. The target protein sequence is MAKAAAIGIDLGTTYSCVGVFQHGKGERNVLIFDLGGGTFDVSILTIDDGIFEVKATAGDTHLGGEDFDNRLVNHFVEEFKRKHKKDISQNKRAVRRLRTACERAKRTLSSSTQASLEIDSLFEGIDFYTSITRARFEELCSDLFRSTLEPVEKALRDAKLDKAQIHDLVLVGGSTRIPKVQKLLQDFFNGRDLNKSINPDEAVAYGAAVQAAILMGDKSENVQDLLLLDVAPLSLGLETAGGVMTALIKRNSTIPTKQTQIFTTYSDNQPGVLIQVYEGERAMTKDNNLLGRFELSGIPPAPRGVPQIEVTFDIDANGILNVTATDKSTGKANKITITNDKGRLSKEEIERMVQEAEKYKAEDEVQRERVSAKNALESYAFNMKSAVEDEGLKGKISEADKKKVLDKCQEVISWLDANTLAEKDEFEHKRKELEQVCNPIISGLYQGAGGPGPGGFGAQGPKGGSGSGPTIEEVD. The pIC50 is 4.0. (2) The pIC50 is 5.3. The small molecule is N#C[C@@H]1CSCN1C(=O)CN(N)C1CCN(Cc2cccnc2)CC1. The target protein (P22411) has sequence MKTPWKVLLGLLGIAALVTVITVPVVLLNKGTDDAAADSRRTYTLTDYLKSTFRVKFYTLQWISDHEYLYKQENNILLFNAEYGNSSIFLENSTFDELGYSTNDYSVSPDRQFILFEYNYVKQWRHSYTASYDIYDLNKRQLITEERIPNNTQWITWSPVGHKLAYVWNNDIYVKNEPNLSSQRITWTGKENVIYNGVTDWVYEEEVFSAYSALWWSPNGTFLAYAQFNDTEVPLIEYSFYSDESLQYPKTVRIPYPKAGAENPTVKFFVVDTRTLSPNASVTSYQIVPPASVLIGDHYLCGVTWVTEERISLQWIRRAQNYSIIDICDYDESTGRWISSVARQHIEISTTGWVGRFRPAEPHFTSDGNSFYKIISNEEGYKHICHFQTDKSNCTFITKGAWEVIGIEALTSDYLYYISNEHKGMPGGRNLYRIQLNDYTKVTCLSCELNPERCQYYSASFSNKAKYYQLRCFGPGLPLYTLHSSSSDKELRVLEDNSAL.... (3) The small molecule is COC(=O)c1ccc(CC(=O)c2cc(C=O)c(O)cc2C)c(C)c1O. The target protein sequence is FLDGIDKAQDEHEKYHSNWRAMASDFNLPPVVAKEIVASCDKCQLKGEAMHGQVDCSPGIWQLDCTHLEGKVILVAVHVASGYIEAEVIPAETGQETAYFLLKLAGRWPVKTIHTDNGSNFTGATVRAACWWAGIKQEFGIPYNPQSQGVVESMNKELKKIIGQVRDQAEHLKTAVQMAVFIHNFKRKGGIGGYSAGERIVDIIATDIQTKELQKQITKIQNFRVYYRDSRNPLWKGPAKLLWKGEGAVVIQDNSDIKVVPRRKAKIIRDYGKQMAGDDCVASRQDED. The pIC50 is 3.9.